The task is: Predict the reactants needed to synthesize the given product.. This data is from Full USPTO retrosynthesis dataset with 1.9M reactions from patents (1976-2016). (1) Given the product [CH3:24][O:23][CH:14]([O:13][CH3:12])[C:15]1[CH:16]=[C:17]([Br:22])[C:18]([CH3:21])=[N+:19]([O-:9])[CH:20]=1, predict the reactants needed to synthesize it. The reactants are: C1C=C(Cl)C=C(C(OO)=[O:9])C=1.[CH3:12][O:13][CH:14]([O:23][CH3:24])[C:15]1[CH:16]=[C:17]([Br:22])[C:18]([CH3:21])=[N:19][CH:20]=1.C([O-])(O)=O.[Na+].[OH-].[Na+]. (2) Given the product [CH2:1]([O:5][CH2:6][CH2:7][CH2:8][CH2:9][CH2:10][N:11]1[CH2:16][CH2:15][C:14](=[N:19][OH:20])[CH2:13][CH2:12]1)[CH2:2][CH2:3][CH3:4], predict the reactants needed to synthesize it. The reactants are: [CH2:1]([O:5][CH2:6][CH2:7][CH2:8][CH2:9][CH2:10][N:11]1[CH2:16][CH2:15][C:14](=O)[CH2:13][CH2:12]1)[CH2:2][CH2:3][CH3:4].Cl.[NH2:19][OH:20]. (3) Given the product [CH3:1][O:2][C:3]1[CH:4]=[C:5]([NH:29][CH2:27][CH3:28])[CH:6]=[CH:7][C:8]=1[NH:9][S:10]([CH3:13])(=[O:11])=[O:12], predict the reactants needed to synthesize it. The reactants are: [CH3:1][O:2][C:3]1[CH:4]=[C:5](C(NC(=O)OCC2C=CC=CC=2)C)[CH:6]=[CH:7][C:8]=1[NH:9][S:10]([CH3:13])(=[O:12])=[O:11].[CH2:27]([NH2:29])[CH3:28]. (4) Given the product [CH3:20][O:19][C:17]1[CH:16]=[CH:15][C:14]([C:21]([F:22])([F:23])[F:24])=[C:13]([C:5]2[CH:6]=[CH:7][CH:8]=[C:3]([NH2:2])[CH:4]=2)[CH:18]=1, predict the reactants needed to synthesize it. The reactants are: Cl.[NH2:2][C:3]1[CH:4]=[C:5](B(O)O)[CH:6]=[CH:7][CH:8]=1.Br[C:13]1[CH:18]=[C:17]([O:19][CH3:20])[CH:16]=[CH:15][C:14]=1[C:21]([F:24])([F:23])[F:22].C([O-])([O-])=O.[Na+].[Na+].